From a dataset of Retrosynthesis with 50K atom-mapped reactions and 10 reaction types from USPTO. Predict the reactants needed to synthesize the given product. (1) Given the product C=CCC1(c2ccc(Br)cc2)Cn2cc([N+](=O)[O-])nc2O1, predict the reactants needed to synthesize it. The reactants are: C=CCC(O)(Cn1cc([N+](=O)[O-])nc1Cl)c1ccc(Br)cc1. (2) The reactants are: Cc1ncc(CN(C(=O)OC(C)(C)C)c2ccc(C#N)cc2)c(C=O)c1OCc1cccc(C#N)c1.[Mg+]C1CC1. Given the product Cc1ncc(CN(C(=O)OC(C)(C)C)c2ccc(C#N)cc2)c(C(O)C2CC2)c1OCc1cccc(C#N)c1, predict the reactants needed to synthesize it. (3) Given the product C[C@@H]1COCCN1c1nc(Cl)nc2c1nc(C=O)n2C, predict the reactants needed to synthesize it. The reactants are: CN(C)C=O.C[C@@H]1COCCN1c1nc(Cl)nc2c1ncn2C.